Dataset: Peptide-MHC class I binding affinity with 185,985 pairs from IEDB/IMGT. Task: Regression. Given a peptide amino acid sequence and an MHC pseudo amino acid sequence, predict their binding affinity value. This is MHC class I binding data. The peptide sequence is RPLMESELVI. The MHC is HLA-A30:02 with pseudo-sequence HLA-A30:02. The binding affinity (normalized) is 0.